This data is from Full USPTO retrosynthesis dataset with 1.9M reactions from patents (1976-2016). The task is: Predict the reactants needed to synthesize the given product. (1) Given the product [F:22][C:6]1([C:4]([OH:5])=[O:3])[CH2:11][CH2:10][N:9]([S:12]([C:15]2[CH:20]=[CH:19][C:18]([CH3:21])=[CH:17][CH:16]=2)(=[O:14])=[O:13])[CH2:8][CH2:7]1, predict the reactants needed to synthesize it. The reactants are: C([O:3][C:4]([C:6]1([F:22])[CH2:11][CH2:10][N:9]([S:12]([C:15]2[CH:20]=[CH:19][C:18]([CH3:21])=[CH:17][CH:16]=2)(=[O:14])=[O:13])[CH2:8][CH2:7]1)=[O:5])C.[OH-].[Na+]. (2) Given the product [Br:52][CH2:2][CH2:3][O:4][C:5]1[C:10]([CH3:11])=[CH:9][C:8]([C:12]2[NH:21][C:20](=[O:22])[C:19]3[C:14](=[CH:15][C:16]([O:27][CH:28]([CH3:30])[CH3:29])=[CH:17][C:18]=3[O:23][CH:24]([CH3:26])[CH3:25])[N:13]=2)=[CH:7][C:6]=1[CH3:31], predict the reactants needed to synthesize it. The reactants are: O[CH2:2][CH2:3][O:4][C:5]1[C:10]([CH3:11])=[CH:9][C:8]([C:12]2[NH:21][C:20](=[O:22])[C:19]3[C:14](=[CH:15][C:16]([O:27][CH:28]([CH3:30])[CH3:29])=[CH:17][C:18]=3[O:23][CH:24]([CH3:26])[CH3:25])[N:13]=2)=[CH:7][C:6]=1[CH3:31].C1C=CC(P(C2C=CC=CC=2)C2C=CC=CC=2)=CC=1.C(Br)(Br)(Br)[Br:52]. (3) Given the product [N:18]([C:14]1[CH:13]=[C:12]([C:11]([F:19])([F:10])[F:20])[CH:17]=[CH:16][N:15]=1)=[C:6]=[S:7], predict the reactants needed to synthesize it. The reactants are: C(=O)([O-])[O-].[Ca+2].[C:6](Cl)(Cl)=[S:7].[F:10][C:11]([F:20])([F:19])[C:12]1[CH:17]=[CH:16][N:15]=[C:14]([NH2:18])[CH:13]=1.Cl. (4) Given the product [C:1]([O:7][CH2:8][CH2:9][CH2:10][Si:13]([O:16][CH3:17])([O:14][CH3:15])[O:12][CH3:11])(=[O:6])[CH2:2][CH2:3][CH2:4][CH3:5], predict the reactants needed to synthesize it. The reactants are: [C:1]([O:7][CH2:8][CH:9]=[CH2:10])(=[O:6])[CH2:2][CH2:3][CH2:4][CH3:5].[CH3:11][O:12][SiH:13]([O:16][CH3:17])[O:14][CH3:15].